This data is from Catalyst prediction with 721,799 reactions and 888 catalyst types from USPTO. The task is: Predict which catalyst facilitates the given reaction. (1) Reactant: NC1C(=O)N(CC2C=CC=CC=2)C(C2C=CC=CC=2)C=1C(N)=O.N([O-])=O.[Na+].C(N1C(=O)C(=N)C(C(N)=O)=C1C1C=CC=CC=1)C1C=CC=CC=1.C(OC(=O)C#CC(OCC)=O)C.C(OC([C:68]1[N:69]=[N:70][C:71]2([C:81]([C:82](=[O:84])[NH2:83])=[C:80]([C:85]3[CH:90]=[CH:89][CH:88]=[CH:87][CH:86]=3)[N:79]([CH2:91][C:92]3[CH:97]=[CH:96][CH:95]=[CH:94][CH:93]=3)[C:78]2=[O:98])[C:72]=1C(OCC)=O)=O)C.C(OC(C1C(C(OCC)=O)=C2N(C(=O)N(CC3C=CC=CC=3)C(C3C=CC=CC=3)=C2C(=O)N)N=1)=O)C. Product: [CH2:91]([N:79]1[C:80]([C:85]2[CH:86]=[CH:87][CH:88]=[CH:89][CH:90]=2)=[C:81]([C:82]([NH2:83])=[O:84])[C:71]2=[CH:72][CH:68]=[N:69][N:70]2[C:78]1=[O:98])[C:92]1[CH:97]=[CH:96][CH:95]=[CH:94][CH:93]=1. The catalyst class is: 9. (2) Reactant: [C:1]([NH:4][CH:5]1[CH2:10][CH2:9][NH:8][CH2:7][CH2:6]1)(=[O:3])[CH3:2].C(=O)(O)[O-].[Na+].Cl[C:17]([O:19][CH2:20][CH3:21])=[O:18]. Product: [C:1]([NH:4][CH:5]1[CH2:10][CH2:9][N:8]([C:17]([O:19][CH2:20][CH3:21])=[O:18])[CH2:7][CH2:6]1)(=[O:3])[CH3:2]. The catalyst class is: 69. (3) Reactant: [CH2:1]([O:4][N:5]1[C:11](=[O:12])[N:10]2[CH2:13][C@H:6]1[C:7]([CH3:17])=[CH:8][C@@H:9]2[C:14]([OH:16])=O)[CH:2]=[CH2:3].[CH3:18][O:19][C:20]1[CH:45]=[CH:44][C:23]([CH2:24][O:25][C:26]2[C:31]([O:32][CH2:33][C:34]3[CH:39]=[CH:38][C:37]([O:40][CH3:41])=[CH:36][CH:35]=3)=[CH:30][N:29]=[C:28]([CH2:42][NH2:43])[CH:27]=2)=[CH:22][CH:21]=1.F[P-](F)(F)(F)(F)F.N1(OC(N(C)C)=[N+](C)C)C2N=CC=CC=2N=N1.C(N(CC)C(C)C)(C)C. Product: [CH2:1]([O:4][N:5]1[C:11](=[O:12])[N:10]2[CH2:13][C@H:6]1[C:7]([CH3:17])=[CH:8][C@H:9]2[C:14]([NH:43][CH2:42][C:28]1[CH:27]=[C:26]([O:25][CH2:24][C:23]2[CH:22]=[CH:21][C:20]([O:19][CH3:18])=[CH:45][CH:44]=2)[C:31]([O:32][CH2:33][C:34]2[CH:35]=[CH:36][C:37]([O:40][CH3:41])=[CH:38][CH:39]=2)=[CH:30][N:29]=1)=[O:16])[CH:2]=[CH2:3]. The catalyst class is: 39. (4) Reactant: [NH2:1][C:2]1[C:10]2[C:5](=[N:6][C:7]([C:11]3[CH:12]=[C:13]([CH:20]=[CH:21][C:22]=3[CH3:23])[C:14]([NH:16][CH:17]3[CH2:19][CH2:18]3)=[O:15])=[CH:8][CH:9]=2)[NH:4][N:3]=1.[Cl-]. Product: [CH:17]1([NH:16][C:14](=[O:15])[C:13]2[CH:20]=[CH:21][C:22]([CH3:23])=[C:11]([C:7]3[N:6]=[C:5]4[NH:4][N:3]=[C:2]([NH:1][C:14](=[O:15])[CH:13]([CH3:20])[CH3:12])[C:10]4=[CH:9][CH:8]=3)[CH:12]=2)[CH2:18][CH2:19]1. The catalyst class is: 17. (5) Reactant: Br[C:2]1[N:6]2[N:7]=[CH:8][CH:9]=[CH:10][C:5]2=[N:4][CH:3]=1.[CH3:11][O:12][C:13]([C:15]1[S:16][C:17]([CH3:29])=[CH:18][C:19]=1B1OC(C)(C)C(C)(C)O1)=[O:14].C1(P(C2CCCCC2)C2CCCCC2)CCCCC1.P([O-])([O-])([O-])=O.[K+].[K+].[K+]. Product: [N:4]1[CH:3]=[C:2]([C:18]2[CH:19]=[C:15]([C:13]([O:12][CH3:11])=[O:14])[S:16][C:17]=2[CH3:29])[N:6]2[C:5]=1[CH:10]=[CH:9][CH:8]=[N:7]2. The catalyst class is: 102. (6) The catalyst class is: 6. Reactant: [Cl:1][C:2]1[CH:7]=[CH:6][CH:5]=[CH:4][C:3]=1[CH:8]1[C:13]([C:14]([O:16][CH2:17][CH3:18])=[O:15])=[C:12]([CH:19]=O)[NH:11][C:10]2=[N:21][NH:22][CH:23]=[C:9]12.[NH2:24]OS(O)(=O)=O.C(O)C.C(=O)([O-])O.[Na+]. Product: [Cl:1][C:2]1[CH:7]=[CH:6][CH:5]=[CH:4][C:3]=1[CH:8]1[C:13]([C:14]([O:16][CH2:17][CH3:18])=[O:15])=[C:12]([C:19]#[N:24])[NH:11][C:10]2=[N:21][NH:22][CH:23]=[C:9]12. (7) Reactant: [NH:1]1[CH2:6][CH2:5][O:4][CH2:3][CH2:2]1.[CH:7]1([C@H:10]([NH:12][C:13]2[C:14]3[N:15]([CH:22]=[C:23]([C:25]4[O:26][C:27](SC)=[N:28][N:29]=4)[CH:24]=3)[N:16]=[CH:17][C:18]=2[C:19]([NH2:21])=[O:20])[CH3:11])[CH2:9][CH2:8]1. Product: [CH:7]1([C@H:10]([NH:12][C:13]2[C:14]3[N:15]([CH:22]=[C:23]([C:25]4[O:26][C:27]([N:1]5[CH2:6][CH2:5][O:4][CH2:3][CH2:2]5)=[N:28][N:29]=4)[CH:24]=3)[N:16]=[CH:17][C:18]=2[C:19]([NH2:21])=[O:20])[CH3:11])[CH2:9][CH2:8]1. The catalyst class is: 37.